From a dataset of Forward reaction prediction with 1.9M reactions from USPTO patents (1976-2016). Predict the product of the given reaction. (1) The product is: [NH2:21][C:2]1[CH:3]=[CH:4][C:5]2[N:6]([CH:8]=[CH:9][C:10](=[O:20])[C:11]=2[C:12]2[C:17]([F:18])=[CH:16][CH:15]=[CH:14][C:13]=2[F:19])[N:7]=1. Given the reactants Cl[C:2]1[CH:3]=[CH:4][C:5]2[N:6]([CH:8]=[CH:9][C:10](=[O:20])[C:11]=2[C:12]2[C:17]([F:18])=[CH:16][CH:15]=[CH:14][C:13]=2[F:19])[N:7]=1.[NH4+:21].[Cl-].[NH4+].[OH-], predict the reaction product. (2) Given the reactants [N:1]1[CH:6]=[CH:5][N:4]=[CH:3][C:2]=1[C:7]1[CH:14]=[CH:13][C:10]([CH:11]=O)=[CH:9][CH:8]=1.N1(C2C=C[C:23]([CH:24]=[O:25])=CC=2)C=CC=N1, predict the reaction product. The product is: [N:1]1[CH:6]=[CH:5][N:4]=[CH:3][C:2]=1[C:7]1[CH:14]=[CH:13][C:10]([CH:11]=[CH:23][CH:24]=[O:25])=[CH:9][CH:8]=1. (3) Given the reactants [CH3:1][N:2]1[C:10]2[CH:9]=[C:8]([N:11]3[CH:16]=[CH:15][C:14]([C:17]4[CH:22]=[CH:21][C:20]([C:23]([F:26])([F:25])[F:24])=[CH:19][CH:18]=4)=[CH:13][C:12]3=[O:27])[CH:7]=[CH:6][C:5]=2[C:4]2[CH2:28][N:29](C(OC(C)(C)C)=O)[CH2:30][CH2:31][C:3]1=2.[ClH:39], predict the reaction product. The product is: [ClH:39].[ClH:39].[CH3:1][N:2]1[C:10]2[CH:9]=[C:8]([N:11]3[CH:16]=[CH:15][C:14]([C:17]4[CH:18]=[CH:19][C:20]([C:23]([F:24])([F:26])[F:25])=[CH:21][CH:22]=4)=[CH:13][C:12]3=[O:27])[CH:7]=[CH:6][C:5]=2[C:4]2[CH2:28][NH:29][CH2:30][CH2:31][C:3]1=2.